From a dataset of Full USPTO retrosynthesis dataset with 1.9M reactions from patents (1976-2016). Predict the reactants needed to synthesize the given product. (1) The reactants are: [NH:1]1[CH2:9][CH2:8][CH:4]([C:5]([OH:7])=[O:6])[CH2:3][CH2:2]1.[F:10][C:11]([F:26])([F:25])[C:12]1[CH:13]=[C:14]([CH:18]=[C:19]([C:21]([F:24])([F:23])[F:22])[CH:20]=1)[C:15](Cl)=[O:16]. Given the product [F:10][C:11]([F:25])([F:26])[C:12]1[CH:13]=[C:14]([CH:18]=[C:19]([C:21]([F:24])([F:22])[F:23])[CH:20]=1)[C:15]([N:1]1[CH2:9][CH2:8][CH:4]([C:5]([OH:7])=[O:6])[CH2:3][CH2:2]1)=[O:16], predict the reactants needed to synthesize it. (2) The reactants are: C(N(CC)CC)C.Cl[CH2:9][CH2:10][C:11]([S:13][CH2:14][CH:15]1[CH2:19][S:18][CH:17]([CH2:20][S:21][CH2:22][S:23][CH2:24][CH:25]2[S:29][CH:28]([CH2:30][S:31][C:32](=[O:36])[CH2:33][CH2:34]Cl)[CH2:27][S:26]2)[S:16]1)=[O:12].O.C1(C)C=CC=CC=1. Given the product [C:11]([S:13][CH2:14][CH:15]1[CH2:19][S:18][CH:17]([CH2:20][S:21][CH2:22][S:23][CH2:24][CH:25]2[S:29][CH:28]([CH2:30][S:31][C:32](=[O:36])[CH:33]=[CH2:34])[CH2:27][S:26]2)[S:16]1)(=[O:12])[CH:10]=[CH2:9], predict the reactants needed to synthesize it. (3) The reactants are: [C:1]([C:4]1[S:8][C:7]([CH2:9][C:10]([OH:12])=[O:11])=[CH:6][CH:5]=1)(=[O:3])[CH3:2].O[CH2:14][C:15]1([CH3:19])[CH2:18][O:17][CH2:16]1.CN(C1C=CC=CN=1)C.C1(N=C=NC2CCCCC2)CCCCC1. Given the product [CH3:14][C:15]1([CH2:19][O:11][C:10](=[O:12])[CH2:9][C:7]2[S:8][C:4]([C:1](=[O:3])[CH3:2])=[CH:5][CH:6]=2)[CH2:18][O:17][CH2:16]1, predict the reactants needed to synthesize it. (4) Given the product [O:8]1[CH:9]=[CH:10][CH:11]=[C:7]1[C:5]1[N:6]=[C:2]([NH:1][C:20]([C:21]2[CH:26]=[CH:25][N:24]=[CH:23][CH:22]=2)=[O:27])[S:3][C:4]=1[C:12]1[CH:17]=[CH:16][N:15]([CH3:18])[C:14](=[O:19])[CH:13]=1, predict the reactants needed to synthesize it. The reactants are: [NH2:1][C:2]1[S:3][C:4]([C:12]2[CH:17]=[CH:16][N:15]([CH3:18])[C:14](=[O:19])[CH:13]=2)=[C:5]([C:7]2[O:8][CH:9]=[CH:10][CH:11]=2)[N:6]=1.[C:20](O)(=[O:27])[C:21]1[CH:26]=[CH:25][N:24]=[CH:23][CH:22]=1.C1CN([P+](ON2N=NC3C=CC=CC2=3)(N2CCCC2)N2CCCC2)CC1.F[P-](F)(F)(F)(F)F.C(N(CC)CC)C. (5) Given the product [F:29][C:30]1[CH:55]=[CH:54][C:33]([O:34][CH2:35][CH2:36][N:37]2[C:41](=[O:42])[N:40]([C:43]3[S:44][C:45]([C:49]([OH:51])=[O:50])=[C:46]([CH3:48])[N:47]=3)[CH:39]=[N:38]2)=[CH:32][CH:31]=1, predict the reactants needed to synthesize it. The reactants are: CC1N=C(N2C(=O)N(CC3C=CC(C(F)(F)F)=CC=3)N=C2)SC=1C(OCC)=O.[F:29][C:30]1[CH:55]=[CH:54][C:33]([O:34][CH2:35][CH2:36][N:37]2[C:41](=[O:42])[N:40]([C:43]3[S:44][C:45]([C:49]([O:51]CC)=[O:50])=[C:46]([CH3:48])[N:47]=3)[CH:39]=[N:38]2)=[CH:32][CH:31]=1. (6) Given the product [OH:1][NH:2][C:3](=[O:24])[C@:4]([OH:23])([CH3:22])[CH2:5][S:6]([C:9]1[CH:10]=[CH:11][C:12]([O:15][C:16]2[CH:17]=[CH:18][CH:19]=[CH:20][CH:21]=2)=[CH:13][CH:14]=1)(=[O:7])=[O:8], predict the reactants needed to synthesize it. The reactants are: [OH:1][NH:2][C:3](=[O:24])[C:4]([OH:23])([CH3:22])[CH2:5][S:6]([C:9]1[CH:14]=[CH:13][C:12]([O:15][C:16]2[CH:21]=[CH:20][CH:19]=[CH:18][CH:17]=2)=[CH:11][CH:10]=1)(=[O:8])=[O:7].C(O)(C)C. (7) Given the product [C:39]1([S:45]([NH:48][NH:49][C:34]([C:33]2[CH:32]=[CH:31][C:30]([NH:29][C:27](=[O:28])[O:26][C:22]([CH3:23])([CH3:24])[CH3:25])=[CH:38][CH:37]=2)=[O:36])(=[O:46])=[O:47])[CH:40]=[CH:41][CH:42]=[CH:43][CH:44]=1, predict the reactants needed to synthesize it. The reactants are: ON1C2N=CC=CC=2N=N1.CCN=C=NCCCN(C)C.[C:22]([O:26][C:27]([NH:29][C:30]1[CH:38]=[CH:37][C:33]([C:34]([OH:36])=O)=[CH:32][CH:31]=1)=[O:28])([CH3:25])([CH3:24])[CH3:23].[C:39]1([S:45]([NH:48][NH2:49])(=[O:47])=[O:46])[CH:44]=[CH:43][CH:42]=[CH:41][CH:40]=1.Cl. (8) Given the product [CH3:8][O:9][P:10]([O-:14])([O:12][CH3:13])=[O:11].[CH2:1]([N+:3]1[CH:7]=[CH:6][N:5]([CH3:8])[CH:4]=1)[CH3:2], predict the reactants needed to synthesize it. The reactants are: [CH2:1]([N:3]1[CH:7]=[CH:6][N:5]=[CH:4]1)[CH3:2].[CH3:8][O:9][P:10]([O:14]C)([O:12][CH3:13])=[O:11]. (9) Given the product [CH3:14][Si:11]([CH2:10][N:8]1[CH:9]=[C:5]([CH:4]=[O:3])[N:6]=[N:7]1)([CH3:12])[CH3:13], predict the reactants needed to synthesize it. The reactants are: C([O:3][CH:4](OCC)[C:5]1[N:6]=[N:7][N:8]([CH2:10][Si:11]([CH3:14])([CH3:13])[CH3:12])[CH:9]=1)C.Cl.CCOCC.